From a dataset of Full USPTO retrosynthesis dataset with 1.9M reactions from patents (1976-2016). Predict the reactants needed to synthesize the given product. (1) Given the product [CH2:1]([N:3]1[C:7]2[C:8]([F:22])=[CH:9][C:10]([N:12]3[CH2:16][C@H:15]([C:17]([NH2:24])=[O:19])[O:14][C:13]3=[O:21])=[CH:11][C:6]=2[O:5][C:4]1=[O:23])[CH3:2], predict the reactants needed to synthesize it. The reactants are: [CH2:1]([N:3]1[C:7]2[C:8]([F:22])=[CH:9][C:10]([N:12]3[CH2:16][C@H:15]([C:17]([O:19]C)=O)[O:14][C:13]3=[O:21])=[CH:11][C:6]=2[O:5][C:4]1=[O:23])[CH3:2].[NH3:24]. (2) The reactants are: [F:1][C:2]1[C:3]([O:31][CH2:32][CH2:33][CH2:34][CH2:35][N:36]2[CH2:41][CH2:40][CH2:39][CH2:38][CH2:37]2)=[CH:4][C:5]2[N:9]=[C:8]([C:10]3[C:14]([NH:15][C:16]([N:18]4[CH2:23][CH2:22][CH2:21][CH2:20][CH2:19]4)=[O:17])=[CH:13][N:12](C4CCCCO4)[N:11]=3)[NH:7][C:6]=2[CH:30]=1. Given the product [F:1][C:2]1[C:3]([O:31][CH2:32][CH2:33][CH2:34][CH2:35][N:36]2[CH2:41][CH2:40][CH2:39][CH2:38][CH2:37]2)=[CH:4][C:5]2[N:9]=[C:8]([C:10]3[C:14]([NH:15][C:16]([N:18]4[CH2:23][CH2:22][CH2:21][CH2:20][CH2:19]4)=[O:17])=[CH:13][NH:12][N:11]=3)[NH:7][C:6]=2[CH:30]=1, predict the reactants needed to synthesize it. (3) Given the product [CH2:1]([O:8][C:9]([N:11]1[CH2:22][CH2:21][N:20]([CH2:53][C:52]([O:51][CH2:49][CH3:50])=[O:55])[CH2:19][CH2:18][N:17]([C:23]([O:25][CH2:26][C:27]2[CH:28]=[CH:29][CH:30]=[CH:31][CH:32]=2)=[O:24])[CH2:16][CH2:15][N:14]([C:33]([O:35][CH2:36][C:37]2[CH:42]=[CH:41][CH:40]=[CH:39][CH:38]=2)=[O:34])[CH2:13][CH2:12]1)=[O:10])[C:2]1[CH:7]=[CH:6][CH:5]=[CH:4][CH:3]=1, predict the reactants needed to synthesize it. The reactants are: [CH2:1]([O:8][C:9]([N:11]1[CH2:22][CH2:21][NH:20][CH2:19][CH2:18][N:17]([C:23]([O:25][CH2:26][C:27]2[CH:32]=[CH:31][CH:30]=[CH:29][CH:28]=2)=[O:24])[CH2:16][CH2:15][N:14]([C:33]([O:35][CH2:36][C:37]2[CH:42]=[CH:41][CH:40]=[CH:39][CH:38]=2)=[O:34])[CH2:13][CH2:12]1)=[O:10])[C:2]1[CH:7]=[CH:6][CH:5]=[CH:4][CH:3]=1.C(=O)([O-])[O-].[Na+].[Na+].[CH2:49]([O:51][C:52](=[O:55])[CH2:53]Br)[CH3:50]. (4) Given the product [C:14]([O:18][C:19](=[O:20])[NH:21][C@H:22]1[CH2:26][CH2:25][N:24]([C:2]2[C:11]3[C:6](=[CH:7][CH:8]=[C:9]([O:12][CH3:13])[N:10]=3)[N:5]=[CH:4][CH:3]=2)[CH2:23]1)([CH3:17])([CH3:15])[CH3:16], predict the reactants needed to synthesize it. The reactants are: Br[C:2]1[CH:3]=[CH:4][N:5]=[C:6]2[C:11]=1[N:10]=[C:9]([O:12][CH3:13])[CH:8]=[CH:7]2.[C:14]([O:18][C:19]([NH:21][C@H:22]1[CH2:26][CH2:25][NH:24][CH2:23]1)=[O:20])([CH3:17])([CH3:16])[CH3:15].CCN(C(C)C)C(C)C. (5) Given the product [F:1][C:2]([F:30])([F:29])[C:3]1[CH:4]=[C:5]([CH:22]=[C:23]([C:25]([F:28])([F:27])[F:26])[CH:24]=1)[CH2:6][N:7]1[CH2:18][CH2:19][CH2:20][O:21][C:10]2[N:11]=[CH:12][CH:13]=[C:14]([I:15])[C:9]=2[C:8]1=[O:17], predict the reactants needed to synthesize it. The reactants are: [F:1][C:2]([F:30])([F:29])[C:3]1[CH:4]=[C:5]([CH:22]=[C:23]([C:25]([F:28])([F:27])[F:26])[CH:24]=1)[CH2:6][N:7]([CH2:18][CH2:19][CH2:20][OH:21])[C:8](=[O:17])[C:9]1[C:14]([I:15])=[CH:13][CH:12]=[N:11][C:10]=1Cl.[H-].[Na+].O. (6) Given the product [C:40]([O:42][CH2:43][CH:44]([CH2:45][CH2:46][N:47]1[CH:48]=[N:49][C:50]2[C:51]1=[N:52][C:53]([NH:56][C:15](=[O:37])[CH2:16][CH2:17]/[CH:18]=[CH:19]\[CH2:20]/[CH:21]=[CH:22]\[CH2:23]/[CH:24]=[CH:25]\[CH2:26]/[CH:27]=[CH:28]\[CH2:29]/[CH:30]=[CH:31]\[CH2:32]/[CH:33]=[CH:34]\[CH2:35][CH3:36])=[N:54][CH:55]=2)[CH2:57][O:58][C:59](=[O:60])[CH3:61])(=[O:41])[CH3:39], predict the reactants needed to synthesize it. The reactants are: OC[C@H]1SC[C@@H](N2C=CC(N[C:15](=[O:37])[CH2:16][CH2:17]/[CH:18]=[CH:19]\[CH2:20]/[CH:21]=[CH:22]\[CH2:23]/[CH:24]=[CH:25]\[CH2:26]/[CH:27]=[CH:28]\[CH2:29]/[CH:30]=[CH:31]\[CH2:32]/[CH:33]=[CH:34]\[CH2:35][CH3:36])=NC2=O)O1.[CH3:39][C:40]([O:42][CH2:43][CH:44]([CH2:57][O:58][C:59]([CH3:61])=[O:60])[CH2:45][CH2:46][N:47]1[C:51]2[N:52]=[C:53]([NH2:56])[N:54]=[CH:55][C:50]=2[N:49]=[CH:48]1)=[O:41]. (7) Given the product [Cl:1][C:2]1[C:7]([S:8]([NH:20][C:16]2[CH:15]=[CH:14][C:13]([CH3:12])=[C:18]([CH3:19])[N:17]=2)(=[O:10])=[O:9])=[CH:6][CH:5]=[CH:4][N:3]=1, predict the reactants needed to synthesize it. The reactants are: [Cl:1][C:2]1[C:7]([S:8](Cl)(=[O:10])=[O:9])=[CH:6][CH:5]=[CH:4][N:3]=1.[CH3:12][C:13]1[CH:14]=[CH:15][C:16]([NH2:20])=[N:17][C:18]=1[CH3:19].